This data is from Forward reaction prediction with 1.9M reactions from USPTO patents (1976-2016). The task is: Predict the product of the given reaction. (1) Given the reactants [CH2:1]1[C:3]2([CH2:7][CH2:6][N:5]([C:8]([CH:10]3[CH2:15][CH2:14][C:13]4[C:16]5[C:21](Cl)=[N:20][CH:19]=[N:18][C:17]=5[S:23][C:12]=4[CH2:11]3)=[O:9])[CH2:4]2)[CH2:2]1.[CH2:24]([O:26][C:27]1[CH:35]=[C:34]2[C:30]([CH:31]=[N:32][NH:33]2)=[CH:29][C:28]=1[NH2:36])[CH3:25], predict the reaction product. The product is: [CH2:1]1[C:3]2([CH2:7][CH2:6][N:5]([C:8]([CH:10]3[CH2:15][CH2:14][C:13]4[C:16]5[C:21]([NH:36][C:28]6[CH:29]=[C:30]7[C:34](=[CH:35][C:27]=6[O:26][CH2:24][CH3:25])[NH:33][N:32]=[CH:31]7)=[N:20][CH:19]=[N:18][C:17]=5[S:23][C:12]=4[CH2:11]3)=[O:9])[CH2:4]2)[CH2:2]1. (2) Given the reactants [NH2:1][C:2]1[CH:6]=[CH:5][S:4][C:3]=1[C:7]([O:9]C)=[O:8].[CH3:11][C:12]([O:15][C:16](O[C:16]([O:15][C:12]([CH3:14])([CH3:13])[CH3:11])=[O:17])=[O:17])([CH3:14])[CH3:13], predict the reaction product. The product is: [C:12]([O:15][C:16]([NH:1][C:2]1[CH:6]=[CH:5][S:4][C:3]=1[C:7]([OH:9])=[O:8])=[O:17])([CH3:14])([CH3:13])[CH3:11]. (3) The product is: [CH3:38][CH:37]([CH2:39][CH3:40])[CH2:2][CH2:3][CH2:4][CH2:5][CH2:6][CH2:7][CH2:8][CH2:9][CH2:10][CH2:11][CH2:12][CH2:13][CH2:14][CH2:15][C:16]([OH:18])=[O:17]. Given the reactants Br[CH2:2][CH2:3][CH2:4][CH2:5][CH2:6][CH2:7][CH2:8][CH2:9][CH2:10][CH2:11][CH2:12][CH2:13][CH2:14][CH2:15][C:16]([OH:18])=[O:17].C1OCCOCCOCCOCCOCCOC1.[CH:37]([Mg]Br)([CH2:39][CH3:40])[CH3:38].O1CCCC1.S(=O)(=O)(O)O, predict the reaction product. (4) The product is: [Cl:16][C:17]1[CH:18]=[CH:19][C:20]([O:26][C:2]2[C:11]3[C:6](=[CH:7][C:8]([O:14][CH3:15])=[C:9]([O:12][CH3:13])[CH:10]=3)[N:5]=[CH:4][CH:3]=2)=[C:21]([CH:25]=1)[C:22]([NH2:24])=[O:23]. Given the reactants Cl[C:2]1[C:11]2[C:6](=[CH:7][C:8]([O:14][CH3:15])=[C:9]([O:12][CH3:13])[CH:10]=2)[N:5]=[CH:4][CH:3]=1.[Cl:16][C:17]1[CH:18]=[CH:19][C:20]([OH:26])=[C:21]([CH:25]=1)[C:22]([NH2:24])=[O:23], predict the reaction product. (5) The product is: [O:1]1[C:5]2([CH2:10][CH2:9][CH:8]([CH:11]([OH:12])[CH:13]=[CH2:14])[CH2:7][CH2:6]2)[O:4][CH2:3][CH2:2]1. Given the reactants [O:1]1[C:5]2([CH2:10][CH2:9][CH:8]([CH:11]=[O:12])[CH2:7][CH2:6]2)[O:4][CH2:3][CH2:2]1.[CH:13]([Mg]Br)=[CH2:14], predict the reaction product. (6) Given the reactants [C:1]1([S:7][CH3:8])[CH:6]=[CH:5][CH:4]=[CH:3][CH:2]=1.CC([O-])(C)C.[K+].[SiH:15]([CH2:20][CH3:21])([CH2:18][CH3:19])[CH2:16][CH3:17], predict the reaction product. The product is: [CH2:16]([Si:15]([CH2:20][CH3:21])([CH2:18][CH3:19])[CH2:8][S:7][C:1]1[CH:6]=[CH:5][CH:4]=[CH:3][CH:2]=1)[CH3:17]. (7) Given the reactants Cl[CH2:2][CH2:3][NH:4][C:5](=[O:15])[C:6]1[CH:11]=[CH:10][C:9]([N+:12]([O-:14])=[O:13])=[CH:8][CH:7]=1.[H-].[Na+], predict the reaction product. The product is: [N+:12]([C:9]1[CH:10]=[CH:11][C:6]([C:5]2[O:15][CH2:2][CH2:3][N:4]=2)=[CH:7][CH:8]=1)([O-:14])=[O:13]. (8) The product is: [F:1][C:2]1[CH:9]=[CH:8][CH:7]=[C:6]([F:10])[C:3]=1[CH2:4][NH:5][C:13](=[O:14])[CH2:12][Cl:11]. Given the reactants [F:1][C:2]1[CH:9]=[CH:8][CH:7]=[C:6]([F:10])[C:3]=1[CH2:4][NH2:5].[Cl:11][CH2:12][C:13](O[C:13](=[O:14])[CH2:12][Cl:11])=[O:14].C(N(CC)CC)C, predict the reaction product. (9) Given the reactants [N:1]1[CH:2]=[N:3][N:4]2[CH:9]=[C:8]([C:10]3[CH:19]=[C:18]4[C:13]([CH:14]([C:21]5[CH:26]=[CH:25][C:24]([Cl:27])=[C:23]([Cl:28])[CH:22]=5)[CH2:15][N:16](C)[CH2:17]4)=[CH:12][C:11]=3[F:29])[CH:7]=[CH:6][C:5]=12.CN(C)C1C2C(=CC=CC=2N(C)C)C=CC=1.ClC(OC(Cl)C)=O.[C:53]([OH:62])(=[O:61])[C@@H:54]([C@H:56]([C:58]([OH:60])=[O:59])[OH:57])[OH:55], predict the reaction product. The product is: [C:58]([C@@H:56]([C@H:54]([C:53]([OH:62])=[O:61])[OH:55])[OH:57])([OH:60])=[O:59].[N:1]1[CH:2]=[N:3][N:4]2[CH:9]=[C:8]([C:10]3[CH:19]=[C:18]4[C:13]([CH:14]([C:21]5[CH:26]=[CH:25][C:24]([Cl:27])=[C:23]([Cl:28])[CH:22]=5)[CH2:15][NH:16][CH2:17]4)=[CH:12][C:11]=3[F:29])[CH:7]=[CH:6][C:5]=12.